Task: Predict the product of the given reaction.. Dataset: Forward reaction prediction with 1.9M reactions from USPTO patents (1976-2016) (1) Given the reactants [Cl:1][C:2]1[CH:10]=[C:9]2[C:5]([C:6]([C:11]([N:13]3[CH2:18][CH2:17][CH:16]([C:19]4[CH:24]=[CH:23][CH:22]=[CH:21][C:20]=4[O:25][CH3:26])[CH2:15][CH2:14]3)=[O:12])=[CH:7][NH:8]2)=[CH:4][CH:3]=1.Cl[CH2:28][C:29]([N:31]([CH3:33])[CH3:32])=[O:30], predict the reaction product. The product is: [Cl:1][C:2]1[CH:10]=[C:9]2[C:5]([C:6]([C:11]([N:13]3[CH2:18][CH2:17][CH:16]([C:19]4[CH:24]=[CH:23][CH:22]=[CH:21][C:20]=4[O:25][CH3:26])[CH2:15][CH2:14]3)=[O:12])=[CH:7][N:8]2[CH2:28][C:29]([N:31]([CH3:33])[CH3:32])=[O:30])=[CH:4][CH:3]=1. (2) Given the reactants [C:1](C1C=CC(OCC2C=CC(C(C3C=CC=C(C4NN=NN=4)C=3)NC(=O)C)=CC=2)=C(CCC)C=1O)(=[O:3])[CH3:2].[C:38]([C:41]1[CH:65]=[CH:64][C:44]([O:45][CH2:46][C:47]2[CH:52]=[CH:51][C:50]([CH:53]([NH2:63])[C:54]3[CH:55]=[C:56]([CH:60]=[CH:61][CH:62]=3)[C:57]([OH:59])=[O:58])=[CH:49][CH:48]=2)=[C:43]([CH2:66][CH2:67][CH3:68])[C:42]=1[OH:69])(=[O:40])[CH3:39], predict the reaction product. The product is: [C:1]([NH:63][CH:53]([C:50]1[CH:49]=[CH:48][C:47]([CH2:46][O:45][C:44]2[CH:64]=[CH:65][C:41]([C:38](=[O:40])[CH3:39])=[C:42]([OH:69])[C:43]=2[CH2:66][CH2:67][CH3:68])=[CH:52][CH:51]=1)[C:54]1[CH:55]=[C:56]([CH:60]=[CH:61][CH:62]=1)[C:57]([OH:59])=[O:58])(=[O:3])[CH3:2]. (3) Given the reactants [CH3:1][C:2]1[C:8]([OH:9])=[CH:7][CH:6]=[CH:5][C:3]=1[OH:4].[C:10](O[C:10](=[O:14])[C:11]([CH3:13])=[CH2:12])(=[O:14])[C:11]([CH3:13])=[CH2:12].CS(O)(=O)=O.[OH-].[Na+], predict the reaction product. The product is: [C:10]([O:4][C:3]1[CH:5]=[CH:6][CH:7]=[C:8]([OH:9])[C:2]=1[CH3:1])(=[O:14])[C:11]([CH3:13])=[CH2:12]. (4) Given the reactants [N+:1]([C:4]1[CH:9]=[CH:8][C:7]([CH2:10][C:11]([O:13][CH2:14][CH3:15])=[O:12])=[CH:6][CH:5]=1)([O-:3])=[O:2].[H-].[Na+].Br[CH:19](Br)[CH3:20].Cl, predict the reaction product. The product is: [N+:1]([C:4]1[CH:5]=[CH:6][C:7]([C:10]2([C:11]([O:13][CH2:14][CH3:15])=[O:12])[CH2:20][CH2:19]2)=[CH:8][CH:9]=1)([O-:3])=[O:2].